This data is from Forward reaction prediction with 1.9M reactions from USPTO patents (1976-2016). The task is: Predict the product of the given reaction. (1) Given the reactants [CH2:1]1[NH:5][CH2:4][CH:3]2[CH2:6][O:7][CH2:8][CH2:9][CH:2]12.C([O-])([O-])=O.[K+].[K+].[Cl:16][CH2:17][CH2:18][CH2:19]Br, predict the reaction product. The product is: [Cl:16][CH2:17][CH2:18][CH2:19][N:5]1[CH2:1][CH:2]2[CH2:9][CH2:8][O:7][CH2:6][CH:3]2[CH2:4]1. (2) Given the reactants I[C:2]1[C:7](=[O:8])[C:6]([N+:9]([O-:11])=[O:10])=[C:5]([CH3:12])[NH:4][C:3]=1[CH3:13].[Cu][C:15]#[N:16], predict the reaction product. The product is: [CH3:13][C:3]1[NH:4][C:5]([CH3:12])=[C:6]([N+:9]([O-:11])=[O:10])[C:7](=[O:8])[C:2]=1[C:15]#[N:16]. (3) Given the reactants [Br:1][C:2]1[C:3](Cl)=[N:4][CH:5]=[C:6]([CH:21]=1)[C:7]([NH:9][C:10]1[CH:15]=[CH:14][C:13]([O:16][C:17]([Cl:20])([F:19])[F:18])=[CH:12][CH:11]=1)=[O:8].[NH:23]1[CH2:27][C@H:26]([OH:28])[C@@H:25]([OH:29])[CH2:24]1, predict the reaction product. The product is: [Br:1][C:2]1[C:3]([N:23]2[CH2:27][C@H:26]([OH:28])[C@@H:25]([OH:29])[CH2:24]2)=[N:4][CH:5]=[C:6]([CH:21]=1)[C:7]([NH:9][C:10]1[CH:15]=[CH:14][C:13]([O:16][C:17]([Cl:20])([F:19])[F:18])=[CH:12][CH:11]=1)=[O:8]. (4) Given the reactants [N:1]1[CH:6]=[CH:5][CH:4]=[C:3]([CH2:7][NH:8][C:9]([C:11]2[N:20]3[C:14]([CH2:15][NH:16][C:17]4[CH:24]=[CH:23][CH:22]=[CH:21][C:18]=4[CH2:19]3)=[CH:13][CH:12]=2)=[O:10])[CH:2]=1.C(N(CC)C(C)C)(C)C.[C:34](Cl)(=[O:43])/[CH:35]=[CH:36]/[C:37]1[CH:42]=[CH:41][CH:40]=[CH:39][CH:38]=1, predict the reaction product. The product is: [C:37]1(/[CH:36]=[CH:35]/[C:34]([N:16]2[C:17]3[CH:24]=[CH:23][CH:22]=[CH:21][C:18]=3[CH2:19][N:20]3[C:11]([C:9]([NH:8][CH2:7][C:3]4[CH:2]=[N:1][CH:6]=[CH:5][CH:4]=4)=[O:10])=[CH:12][CH:13]=[C:14]3[CH2:15]2)=[O:43])[CH:42]=[CH:41][CH:40]=[CH:39][CH:38]=1. (5) The product is: [F:27][C:26]1[CH:25]=[CH:24][CH:23]=[C:22]([F:28])[C:21]=1[NH:20][C:19]([C:17]1[CH:18]=[C:14]([C:10]2[C:11]([CH3:13])=[CH:12][C:7]([O:6][CH2:5][C:4]([OH:31])=[O:3])=[N:8][CH:9]=2)[N:15]([CH3:30])[N:16]=1)=[O:29]. Given the reactants C([O:3][C:4](=[O:31])[CH2:5][O:6][C:7]1[CH:12]=[C:11]([CH3:13])[C:10]([C:14]2[N:15]([CH3:30])[N:16]=[C:17]([C:19](=[O:29])[NH:20][C:21]3[C:26]([F:27])=[CH:25][CH:24]=[CH:23][C:22]=3[F:28])[CH:18]=2)=[CH:9][N:8]=1)C.O[Li].O, predict the reaction product. (6) Given the reactants Br[C:2]1[CH:7]=[CH:6][C:5]([C:8]([N:10]2[CH2:15][CH2:14][N:13]([C:16]3[C:21]([CH3:22])=[CH:20][C:19]([CH3:23])=[CH:18][N:17]=3)[CH2:12][CH2:11]2)=[O:9])=[C:4]([F:24])[CH:3]=1.[O:25]1[CH2:29][CH2:28][NH:27][C:26]1=[O:30], predict the reaction product. The product is: [CH3:22][C:21]1[C:16]([N:13]2[CH2:14][CH2:15][N:10]([C:8]([C:5]3[CH:6]=[CH:7][C:2]([N:27]4[CH2:28][CH2:29][O:25][C:26]4=[O:30])=[CH:3][C:4]=3[F:24])=[O:9])[CH2:11][CH2:12]2)=[N:17][CH:18]=[C:19]([CH3:23])[CH:20]=1.